From a dataset of Reaction yield outcomes from USPTO patents with 853,638 reactions. Predict the reaction yield, written as a fraction of the theoretical maximum amount of product (1.0 means a 100% yield; for example, 0.34 means a 34% yield). (1) The reactants are [Li+].[Br-].[CH3:3][O:4][C:5]1[CH:10]=[CH:9][CH:8]=[C:7]([NH2:11])[CH:6]=1.[CH3:12][C:13]1[CH:21]=[CH:20][C:19]2[N:18]([CH2:22][CH:23]3[CH2:25][O:24]3)[C:17]3[CH2:26][CH2:27][N:28]([C:30]([O:32][CH2:33][CH3:34])=[O:31])[CH2:29][C:16]=3[C:15]=2[CH:14]=1. No catalyst specified. The product is [OH:24][CH:23]([CH2:25][NH:11][C:7]1[CH:8]=[CH:9][CH:10]=[C:5]([O:4][CH3:3])[CH:6]=1)[CH2:22][N:18]1[C:19]2[CH:20]=[CH:21][C:13]([CH3:12])=[CH:14][C:15]=2[C:16]2[CH2:29][N:28]([C:30]([O:32][CH2:33][CH3:34])=[O:31])[CH2:27][CH2:26][C:17]1=2. The yield is 0.670. (2) The reactants are C([O:3][C:4]([C:6]1[O:10][C:9]([C:11]2[CH:16]=[CH:15][CH:14]=[C:13]([N:17]3[N:26]=[CH:25][C:24]4[C:19](=[CH:20][CH:21]=[C:22]([C:27]([CH3:30])([CH3:29])[CH3:28])[CH:23]=4)[C:18]3=[O:31])[C:12]=2[CH2:32][O:33]C(=O)C)=[N:8][C:7]=1[CH3:37])=O)C.[NH3:38].CO. No catalyst specified. The product is [C:27]([C:22]1[CH:23]=[C:24]2[C:19](=[CH:20][CH:21]=1)[C:18](=[O:31])[N:17]([C:13]1[C:12]([CH2:32][OH:33])=[C:11]([C:9]3[O:10][C:6]([C:4]([NH2:38])=[O:3])=[C:7]([CH3:37])[N:8]=3)[CH:16]=[CH:15][CH:14]=1)[N:26]=[CH:25]2)([CH3:29])([CH3:28])[CH3:30]. The yield is 0.680. (3) The reactants are [OH:1][CH2:2][C:3]([CH3:12])([CH3:11])[C:4]([NH:6][CH2:7][CH2:8][O:9][CH3:10])=[O:5].[N+:13]([C:16]1[CH:23]=[CH:22][CH:21]=[C:20]([N+]([O-])=O)[C:17]=1[C:18]#[N:19])([O-:15])=[O:14]. No catalyst specified. The product is [C:18]([C:17]1[C:16]([N+:13]([O-:15])=[O:14])=[CH:23][CH:22]=[CH:21][C:20]=1[O:1][CH2:2][C:3]([CH3:12])([CH3:11])[C:4]([NH:6][CH2:7][CH2:8][O:9][CH3:10])=[O:5])#[N:19]. The yield is 0.550. (4) The reactants are C([N-]C(C)C)(C)C.[Li+].[F:9][C:10]([F:23])([F:22])[O:11][C:12]1[CH:17]=[CH:16][C:15]([CH2:18][C:19]([OH:21])=[O:20])=[CH:14][CH:13]=1.I[CH2:25][CH:26]1[CH2:30][CH2:29][CH2:28][CH2:27]1. The catalyst is O1CCCC1.CN1CCCN(C)C1=O.CN1CCCN(C)C1=O. The product is [CH:26]1([CH2:25][CH:18]([C:15]2[CH:14]=[CH:13][C:12]([O:11][C:10]([F:22])([F:23])[F:9])=[CH:17][CH:16]=2)[C:19]([OH:21])=[O:20])[CH2:30][CH2:29][CH2:28][CH2:27]1. The yield is 0.306. (5) The reactants are [Cl:1][C:2]1[N:3]=[C:4](Cl)[C:5]2[S:10][CH:9]=[CH:8][C:6]=2[N:7]=1.[NH:12]1[CH2:17][CH2:16][O:15][CH2:14][CH2:13]1. The catalyst is CO. The product is [Cl:1][C:2]1[N:3]=[C:4]([N:12]2[CH2:17][CH2:16][O:15][CH2:14][CH2:13]2)[C:5]2[S:10][CH:9]=[CH:8][C:6]=2[N:7]=1. The yield is 1.00. (6) The reactants are C(N(CC)CC)C.Br[C:9]1[CH:10]=[N:11][CH:12]=[C:13]([CH:16]=1)[C:14]#[N:15].[C:17]([C:19]1[CH:24]=[CH:23][CH:22]=[C:21]([C:25]([F:28])([F:27])[F:26])[CH:20]=1)#[CH:18]. The catalyst is C(OCC)(=O)C.[Cu]I.C1(C=CC=CC=1)[P](C1C=CC=CC=1)(C1C=CC=CC=1)[Pd][P](C1C=CC=CC=1)(C1C=CC=CC=1)C1C=CC=CC=1. The product is [F:26][C:25]([F:27])([F:28])[C:21]1[CH:20]=[C:19]([C:17]#[C:18][C:9]2[CH:10]=[N:11][CH:12]=[C:13]([CH:16]=2)[C:14]#[N:15])[CH:24]=[CH:23][CH:22]=1. The yield is 0.430.